Predict which catalyst facilitates the given reaction. From a dataset of Catalyst prediction with 721,799 reactions and 888 catalyst types from USPTO. (1) Reactant: Br[CH2:2][C:3]([O:5][C:6]([CH3:9])([CH3:8])[CH3:7])=[O:4].[F:10][C:11]([F:23])([F:22])[C:12]1[C:16]([C:17]([O:19][CH2:20][CH3:21])=[O:18])=[CH:15][NH:14][N:13]=1.C(=O)(O)[O-].[Na+]. Product: [C:6]([O:5][C:3](=[O:4])[CH2:2][N:14]1[CH:15]=[C:16]([C:17]([O:19][CH2:20][CH3:21])=[O:18])[C:12]([C:11]([F:10])([F:22])[F:23])=[N:13]1)([CH3:9])([CH3:8])[CH3:7]. The catalyst class is: 4. (2) Reactant: [C:1]([C:3]1[N:8]=[CH:7][C:6]([CH:9]([CH3:13])[C:10]([OH:12])=O)=[CH:5][CH:4]=1)#[N:2].ON1C2C=CC=CC=2N=N1.C(N=C=NCCCN(C)C)C.[Cl:35][C:36]1[CH:37]=[C:38]([N:42]2[C:46]([CH2:47][NH2:48])=[CH:45][C:44]([C:49]([F:52])([F:51])[F:50])=[N:43]2)[CH:39]=[CH:40][CH:41]=1. Product: [Cl:35][C:36]1[CH:37]=[C:38]([N:42]2[C:46]([CH2:47][NH:48][C:10](=[O:12])[CH:9]([C:6]3[CH:7]=[N:8][C:3]([C:1]#[N:2])=[CH:4][CH:5]=3)[CH3:13])=[CH:45][C:44]([C:49]([F:50])([F:51])[F:52])=[N:43]2)[CH:39]=[CH:40][CH:41]=1. The catalyst class is: 47. (3) Reactant: C([O:3][C:4](=[O:46])[C@H:5]([OH:45])[CH2:6][NH:7][C:8](=[O:44])[C:9]1[CH:14]=[CH:13][C:12]([CH:15]([NH:28][C:29]([NH:31][C:32]2[CH:37]=[C:36]([C:38]([F:41])([F:40])[F:39])[CH:35]=[C:34]([O:42][CH3:43])[CH:33]=2)=[O:30])[C:16]2[CH:21]=[CH:20][C:19]([CH:22]3[CH2:27][CH2:26][CH2:25][CH2:24][CH2:23]3)=[CH:18][CH:17]=2)=[CH:11][CH:10]=1)C.[OH-].[Na+]. Product: [CH:22]1([C:19]2[CH:18]=[CH:17][C:16]([CH:15]([NH:28][C:29]([NH:31][C:32]3[CH:37]=[C:36]([C:38]([F:40])([F:41])[F:39])[CH:35]=[C:34]([O:42][CH3:43])[CH:33]=3)=[O:30])[C:12]3[CH:13]=[CH:14][C:9]([C:8]([NH:7][CH2:6][C@@H:5]([OH:45])[C:4]([OH:46])=[O:3])=[O:44])=[CH:10][CH:11]=3)=[CH:21][CH:20]=2)[CH2:27][CH2:26][CH2:25][CH2:24][CH2:23]1. The catalyst class is: 8. (4) Reactant: Cl[C:2]1[C:3]2[S:22][CH2:21][CH2:20][C:4]=2[N:5]=[C:6]([N:8]2[CH2:13][CH2:12][N:11](C3C=CC=CC=3)[CH2:10][CH2:9]2)[N:7]=1.[CH:23]1([NH:29]C2C3SCCC=3N=C(N3CCN(C4C=CC(C(OCC)=O)=CC=4)CC3)N=2)CCC[CH2:25][CH2:24]1. Product: [N:8]1([C:6]2[N:7]=[C:2]([CH2:25][CH2:24][CH2:23][NH2:29])[C:3]3[S:22][CH2:21][CH2:20][C:4]=3[N:5]=2)[CH2:9][CH2:10][NH:11][CH2:12][CH2:13]1. The catalyst class is: 12. (5) Reactant: [F:1][C:2]1[CH:3]=[C:4]([B:11]([OH:13])[OH:12])[CH:5]=[CH:6][C:7]=1[CH:8]=[N:9]O.Cl. Product: [NH2:9][CH2:8][C:7]1[CH:6]=[CH:5][C:4]([B:11]([OH:13])[OH:12])=[CH:3][C:2]=1[F:1]. The catalyst class is: 29.